Task: Predict which catalyst facilitates the given reaction.. Dataset: Catalyst prediction with 721,799 reactions and 888 catalyst types from USPTO (1) Reactant: [CH3:1][C:2]1[CH:7]=[C:6]([NH:8][C:9]([C:11]2[N:12]=[C:13]([CH3:17])[S:14][C:15]=2[NH2:16])=[O:10])[CH:5]=[CH:4][N:3]=1.[CH:18]1([CH:21]=O)[CH2:20][CH2:19]1.C(O)C.C([BH3-])#N.[Na+]. Product: [CH3:1][C:2]1[CH:7]=[C:6]([NH:8][C:9]([C:11]2[N:12]=[C:13]([CH3:17])[S:14][C:15]=2[NH:16][CH2:21][CH:18]2[CH2:20][CH2:19]2)=[O:10])[CH:5]=[CH:4][N:3]=1. The catalyst class is: 6. (2) Reactant: Cl.[NH2:2][CH2:3][C:4]1[CH:13]=[CH:12][CH:11]=[C:10]2[C:5]=1[C:6](=[O:23])[N:7]([CH:15]1[CH2:20][CH2:19][C:18](=[O:21])[NH:17][C:16]1=[O:22])[C:8]([CH3:14])=[N:9]2.[F:24][C:25]1[CH:26]=[C:27]([CH:31]=[CH:32][CH:33]=1)[C:28](Cl)=[O:29].C(N(CC)C(C)C)(C)C. Product: [O:22]=[C:16]1[CH:15]([N:7]2[C:6](=[O:23])[C:5]3[C:10](=[CH:11][CH:12]=[CH:13][C:4]=3[CH2:3][NH:2][C:28](=[O:29])[C:27]3[CH:31]=[CH:32][CH:33]=[C:25]([F:24])[CH:26]=3)[N:9]=[C:8]2[CH3:14])[CH2:20][CH2:19][C:18](=[O:21])[NH:17]1. The catalyst class is: 10. (3) Reactant: [C:1]([N:8]1[CH:12]=[CH:11]N=C1)([N:3]1[CH:7]=[CH:6]N=C1)=S.[NH2:13][C:14]1[C:22]2[C:21]([C:23]3[CH:28]=CC=[C:25](N)[CH:24]=3)=[N:20][CH:19]=[N:18][C:17]=2[S:16][C:15]=1[C:30]([NH2:32])=[O:31].NC1C=[C:38]([C:40]([F:43])([F:42])[F:41])[CH:37]=[CH:36][C:35]=1[OH:44].C1(N=C=NC2CCCCC2)CCCCC1. Product: [NH2:13][C:14]1[C:22]2[C:21]([C:23]3[CH:24]=[CH:25][CH:11]=[C:12]([NH:8][C:1]4[O:44][C:35]5[CH:36]=[CH:37][C:38]([C:40]([F:43])([F:42])[F:41])=[CH:6][C:7]=5[N:3]=4)[CH:28]=3)=[N:20][CH:19]=[N:18][C:17]=2[S:16][C:15]=1[C:30]([NH2:32])=[O:31]. The catalyst class is: 3. (4) Reactant: [NH2:1][C@H:2]([CH2:13][N:14]1[CH2:18][CH2:17][CH2:16][CH2:15]1)[C@@H:3]([C:5]1[CH:10]=[CH:9][CH:8]=[CH:7][C:6]=1[O:11][CH3:12])[OH:4].CCN(C(C)C)C(C)C.[C:28](Cl)(=[O:36])[CH2:29][CH2:30][CH2:31][CH2:32][CH2:33][CH2:34][CH3:35]. Product: [OH:4][C@H:3]([C:5]1[CH:10]=[CH:9][CH:8]=[CH:7][C:6]=1[O:11][CH3:12])[C@H:2]([NH:1][C:28](=[O:36])[CH2:29][CH2:30][CH2:31][CH2:32][CH2:33][CH2:34][CH3:35])[CH2:13][N:14]1[CH2:15][CH2:16][CH2:17][CH2:18]1. The catalyst class is: 49. (5) Reactant: [C:1]([O:5][C:6]([N:8]1[C@@H:12](CC=O)[CH2:11][O:10][C:9]1([CH3:17])[CH3:16])=[O:7])([CH3:4])([CH3:3])[CH3:2].C([Mg]Br)C. Product: [C:1]([O:5][C:6]([N:8]1[CH2:12][CH2:11][O:10][C:9]1([CH3:17])[CH3:16])=[O:7])([CH3:4])([CH3:2])[CH3:3]. The catalyst class is: 27.